Dataset: CYP3A4 inhibition data for predicting drug metabolism from PubChem BioAssay. Task: Regression/Classification. Given a drug SMILES string, predict its absorption, distribution, metabolism, or excretion properties. Task type varies by dataset: regression for continuous measurements (e.g., permeability, clearance, half-life) or binary classification for categorical outcomes (e.g., BBB penetration, CYP inhibition). Dataset: cyp3a4_veith. (1) The drug is C[C@H](CCC(=O)O)[C@H]1CC[C@@H]2[C@@H]3[C@@H](O)C[C@H]4C[C@@H](O)CC[C@@]4(C)[C@H]3CC[C@]12C. The result is 0 (non-inhibitor). (2) The drug is COc1ccccc1CNc1ccnc(-c2cccc(C#N)c2)n1. The result is 1 (inhibitor). (3) The drug is CC(C)Oc1cc(-n2c(=S)[nH]c3ccccc3c2=O)c(Cl)cc1Cl. The result is 1 (inhibitor). (4) The compound is CC(=O)Nc1ccc(S(=O)(=O)NCC2CCC(C(=O)N3CCN(c4ccccn4)CC3)CC2)cc1. The result is 1 (inhibitor). (5) The drug is Cc1ccc(Nc2nnc(-c3ccc4c(c3)OCO4)o2)c(C)c1. The result is 1 (inhibitor). (6) The drug is Cc1cc(=O)oc2cc(OCC(=O)Nc3nnc(CC(C)C)s3)ccc12. The result is 0 (non-inhibitor). (7) The drug is CCCCNC(=O)C1CCN(Cc2ccccn2)CC1. The result is 0 (non-inhibitor). (8) The compound is COc1ccc(C[C@@H]2NC[C@H](O)[C@@H]2OC(C)=O)cc1. The result is 0 (non-inhibitor). (9) The drug is COC(=O)N1CCC[C@@]2(CCN(c3ccccn3)C2)C1. The result is 0 (non-inhibitor).